Dataset: Forward reaction prediction with 1.9M reactions from USPTO patents (1976-2016). Task: Predict the product of the given reaction. (1) Given the reactants [N+:1]([O-:4])(O)=[O:2].[CH:5]([C:7]1[CH:12]=[CH:11][C:10]([NH:13][C:14](=[O:16])[CH3:15])=[CH:9][CH:8]=1)=[O:6], predict the reaction product. The product is: [CH:5]([C:7]1[CH:8]=[CH:9][C:10]([NH:13][C:14](=[O:16])[CH3:15])=[C:11]([N+:1]([O-:4])=[O:2])[CH:12]=1)=[O:6]. (2) Given the reactants [F:1][C:2]1[CH:7]=[CH:6][C:5]([C@:8]2([CH2:32][CH2:33][CH2:34][OH:35])[O:13][C:12](=[O:14])[N:11]([C@H:15]([C:17]3[CH:22]=[CH:21][C:20](B4OC(C)(C)C(C)(C)O4)=[CH:19][CH:18]=3)[CH3:16])[CH2:10][CH2:9]2)=[CH:4][CH:3]=1.Br[C:37]1[CH:42]=[CH:41][N:40]=[C:39]([CH3:43])[N:38]=1, predict the reaction product. The product is: [F:1][C:2]1[CH:3]=[CH:4][C:5]([C@:8]2([CH2:32][CH2:33][CH2:34][OH:35])[O:13][C:12](=[O:14])[N:11]([C@H:15]([C:17]3[CH:22]=[CH:21][C:20]([C:37]4[CH:42]=[CH:41][N:40]=[C:39]([CH3:43])[N:38]=4)=[CH:19][CH:18]=3)[CH3:16])[CH2:10][CH2:9]2)=[CH:6][CH:7]=1. (3) Given the reactants [CH2:1]([C:7]1([CH2:21][CH2:22][CH2:23][CH2:24][CH2:25][CH3:26])[C:19]2[CH:18]=[C:17](Br)[CH:16]=[CH:15][C:14]=2[C:13]2[C:8]1=[CH:9][CH:10]=[CH:11][CH:12]=2)[CH2:2][CH2:3][CH2:4][CH2:5][CH3:6].[Br:27][C:28]1[C:29](=O)[C:30]2[C:38](=[CH:39][CH:40]=1)[C:37]1[C:32](=[CH:33][C:34]([Br:41])=[CH:35][CH:36]=1)[CH:31]=2.[OH2:43], predict the reaction product. The product is: [CH2:21]([C:7]1([CH2:1][CH2:2][CH2:3][CH2:4][CH2:5][CH3:6])[C:19]2[CH:18]=[C:17]([C:31]3([OH:43])[C:30]4[CH:29]=[C:28]([Br:27])[CH:40]=[CH:39][C:38]=4[C:37]4[C:32]3=[CH:33][C:34]([Br:41])=[CH:35][CH:36]=4)[CH:16]=[CH:15][C:14]=2[C:13]2[C:8]1=[CH:9][CH:10]=[CH:11][CH:12]=2)[CH2:22][CH2:23][CH2:24][CH2:25][CH3:26]. (4) The product is: [CH2:1]([C:8]1[CH:9]=[N:10][C:11]2[C:16]([C:17]=1[C:18]1[CH:19]=[C:20]([NH:24][CH2:33][C:32]3[CH:35]=[CH:36][C:37]([C:39]([F:42])([F:41])[F:40])=[CH:38][C:31]=3[C:30]([F:29])([F:43])[F:44])[CH:21]=[CH:22][CH:23]=1)=[CH:15][CH:14]=[CH:13][C:12]=2[C:25]([F:28])([F:26])[F:27])[C:2]1[CH:3]=[CH:4][CH:5]=[CH:6][CH:7]=1. Given the reactants [CH2:1]([C:8]1[CH:9]=[N:10][C:11]2[C:16]([C:17]=1[C:18]1[CH:19]=[C:20]([NH2:24])[CH:21]=[CH:22][CH:23]=1)=[CH:15][CH:14]=[CH:13][C:12]=2[C:25]([F:28])([F:27])[F:26])[C:2]1[CH:7]=[CH:6][CH:5]=[CH:4][CH:3]=1.[F:29][C:30]([F:44])([F:43])[C:31]1[CH:38]=[C:37]([C:39]([F:42])([F:41])[F:40])[CH:36]=[CH:35][C:32]=1[CH:33]=O, predict the reaction product. (5) Given the reactants [F:1][C:2]1[CH:7]=[CH:6][CH:5]=[C:4]([CH3:8])[C:3]=1[NH:9][C:10]([C@H:12]1[N:20]([C:21](=[O:43])[C@@H:22]([NH:29][C:30](=[O:42])[C@@H:31]([N:33](C)[C:34](=O)OC(C)(C)C)[CH3:32])[CH:23]2[CH2:28][CH2:27][O:26][CH2:25][CH2:24]2)[C:15]2=[N:16][CH:17]=[CH:18][CH:19]=[C:14]2[CH2:13]1)=[O:11].C(O)(C(F)(F)F)=O, predict the reaction product. The product is: [F:1][C:2]1[CH:7]=[CH:6][CH:5]=[C:4]([CH3:8])[C:3]=1[NH:9][C:10]([C@H:12]1[N:20]([C:21](=[O:43])[C@@H:22]([NH:29][C:30](=[O:42])[C@@H:31]([NH:33][CH3:34])[CH3:32])[CH:23]2[CH2:28][CH2:27][O:26][CH2:25][CH2:24]2)[C:15]2=[N:16][CH:17]=[CH:18][CH:19]=[C:14]2[CH2:13]1)=[O:11]. (6) Given the reactants [F:1][C:2]1[C:7]([F:8])=[C:6]([NH:9][C:10]2[CH:15]=[CH:14][C:13]([I:16])=[CH:12][C:11]=2[F:17])[C:5]([NH2:18])=[CH:4][CH:3]=1.[CH3:19][C:20]1[O:21][C:22]([C:29]([F:32])([F:31])[F:30])=[CH:23][C:24]=1[S:25](Cl)(=[O:27])=[O:26], predict the reaction product. The product is: [F:8][C:7]1[C:6]([NH:9][C:10]2[CH:15]=[CH:14][C:13]([I:16])=[CH:12][C:11]=2[F:17])=[C:5]([NH:18][S:25]([C:24]2[CH:23]=[C:22]([C:29]([F:32])([F:30])[F:31])[O:21][C:20]=2[CH3:19])(=[O:27])=[O:26])[CH:4]=[CH:3][C:2]=1[F:1]. (7) Given the reactants Br[C:2]1[CH:9]=[C:8]([F:10])[CH:7]=[CH:6][C:3]=1[C:4]#[N:5].[CH2:11]([O:13][CH:14]=[CH:15][C:16]#[N:17])[CH3:12].C(N(CC)CC)C, predict the reaction product. The product is: [C:16]([C:15]([C:2]1[CH:9]=[C:8]([F:10])[CH:7]=[CH:6][C:3]=1[C:4]#[N:5])=[CH:14][O:13][CH2:11][CH3:12])#[N:17]. (8) Given the reactants [ClH:1].Cl.[NH2:3][C:4]1[C:12]2[S:11][C:10]([C:13]([NH:15][C@@H:16]3[CH:21]4[CH2:22][CH2:23][N:18]([CH2:19][CH2:20]4)[CH2:17]3)=[O:14])=[CH:9][C:8]=2[CH:7]=[CH:6][CH:5]=1.C(N(CC)CC)C.[C:31]1([N:37]=[C:38]=[O:39])[CH:36]=[CH:35][CH:34]=[CH:33][CH:32]=1, predict the reaction product. The product is: [ClH:1].[NH:37]([C:38]([NH:3][C:4]1[C:12]2[S:11][C:10]([C:13]([NH:15][C@@H:16]3[CH:21]4[CH2:22][CH2:23][N:18]([CH2:19][CH2:20]4)[CH2:17]3)=[O:14])=[CH:9][C:8]=2[CH:7]=[CH:6][CH:5]=1)=[O:39])[C:31]1[CH:36]=[CH:35][CH:34]=[CH:33][CH:32]=1. (9) The product is: [Br:1][C:2]1[CH:3]=[CH:4][C:5]([C@@H:8]([N:10]=[C:11]=[O:12])[CH3:9])=[CH:6][CH:7]=1. Given the reactants [Br:1][C:2]1[CH:7]=[CH:6][C:5]([C@H:8]([N:10]=[C:11]=[O:12])[CH3:9])=[CH:4][CH:3]=1.BrC1C=CC([C@@H](N)C)=CC=1, predict the reaction product.